This data is from Full USPTO retrosynthesis dataset with 1.9M reactions from patents (1976-2016). The task is: Predict the reactants needed to synthesize the given product. (1) Given the product [CH2:1](/[N:5]=[CH:6]/[C:7]1[C:12]([CH2:15][CH3:16])=[CH:11][CH:10]=[CH:9][C:8]=1[Cl:14])[CH2:2][CH2:3][CH3:4], predict the reactants needed to synthesize it. The reactants are: [CH2:1](/[N:5]=[CH:6]/[C:7]1[C:12](F)=[CH:11][CH:10]=[CH:9][C:8]=1[Cl:14])[CH2:2][CH2:3][CH3:4].[CH2:15]([Mg]Br)[CH3:16]. (2) Given the product [CH3:22][O:21][C:19](=[O:20])[C:18]1[CH:23]=[CH:24][C:15]([CH2:14][N:8]2[C:7](=[O:12])[CH:6]=[C:5]3[C:10]([N:11]=[C:2]([Br:1])[CH:3]=[CH:4]3)=[CH:9]2)=[CH:16][CH:17]=1, predict the reactants needed to synthesize it. The reactants are: [Br:1][C:2]1[N:11]=[C:10]2[C:5]([CH:6]=[C:7]([OH:12])[N:8]=[CH:9]2)=[CH:4][CH:3]=1.Br[CH2:14][C:15]1[CH:24]=[CH:23][C:18]([C:19]([O:21][CH3:22])=[O:20])=[CH:17][CH:16]=1.C(=O)([O-])[O-].[Cs+].[Cs+]. (3) The reactants are: [NH2:1][C:2]1[CH:10]=[CH:9][CH:8]=[CH:7][C:3]=1[C:4](O)=O.[F:11][C:12]1[CH:17]=[CH:16][CH:15]=[CH:14][C:13]=1[C:18](=O)[CH2:19][CH3:20].P(Cl)(Cl)([Cl:24])=O. Given the product [Cl:24][C:4]1[C:3]2[C:2](=[CH:10][CH:9]=[CH:8][CH:7]=2)[N:1]=[C:18]([C:13]2[CH:14]=[CH:15][CH:16]=[CH:17][C:12]=2[F:11])[C:19]=1[CH3:20], predict the reactants needed to synthesize it. (4) Given the product [NH2:28][CH:1]([C:4]1[C:5]([O:20][CH3:21])=[C:6]([C:12]2[CH:13]=[N:14][N:15]([CH2:17][C:18]#[N:19])[CH:16]=2)[C:7]([CH3:11])=[C:8]([Cl:10])[CH:9]=1)[CH3:2], predict the reactants needed to synthesize it. The reactants are: [C:1]([C:4]1[C:5]([O:20][CH3:21])=[C:6]([C:12]2[CH:13]=[N:14][N:15]([CH2:17][C:18]#[N:19])[CH:16]=2)[C:7]([CH3:11])=[C:8]([Cl:10])[CH:9]=1)(=O)[CH3:2].C([O-])(=O)C.[NH4+].C([BH3-])#[N:28].[Na+].O1CCCC1.